From a dataset of Forward reaction prediction with 1.9M reactions from USPTO patents (1976-2016). Predict the product of the given reaction. (1) Given the reactants C[Si](C=[N+]=[N-])(C)C.[CH3:8][C:9]([O:12][C:13]([N:15]1[C@H:18]([C:19]([OH:21])=O)[CH2:17][CH2:16]1)=[O:14])([CH3:11])[CH3:10].Cl.[CH3:23][NH:24][O:25][CH3:26].C([Mg]Cl)(C)C, predict the reaction product. The product is: [CH3:26][O:25][N:24]([CH3:23])[C:19]([C@@H:18]1[CH2:17][CH2:16][N:15]1[C:13]([O:12][C:9]([CH3:8])([CH3:10])[CH3:11])=[O:14])=[O:21]. (2) Given the reactants [CH3:1][O:2][C:3]1[CH:4]=[C:5]2[C:10](=[CH:11][C:12]=1[O:13][CH3:14])[C:9]([CH3:15])=[N:8][C:7]([OH:16])=[CH:6]2.[OH-].[K+].Cl.Cl[CH2:21][C:22]1[CH:23]=[N:24][C:25]2[C:30]([CH:31]=1)=[CH:29][CH:28]=[C:27]([O:32][CH3:33])[CH:26]=2.C(O)(=O)CC(CC(O)=O)(C(O)=O)O.C([O-])(O)=O.[Na+], predict the reaction product. The product is: [CH3:1][O:2][C:3]1[CH:4]=[C:5]2[C:10](=[CH:11][C:12]=1[O:13][CH3:14])[C:9]([CH3:15])=[N:8][C:7]([OH:16])=[C:6]2[CH2:21][C:22]1[CH:23]=[N:24][C:25]2[C:30]([CH:31]=1)=[CH:29][CH:28]=[C:27]([O:32][CH3:33])[CH:26]=2.